Regression. Given two drug SMILES strings and cell line genomic features, predict the synergy score measuring deviation from expected non-interaction effect. From a dataset of NCI-60 drug combinations with 297,098 pairs across 59 cell lines. (1) Drug 1: CC1=C(C(=O)C2=C(C1=O)N3CC4C(C3(C2COC(=O)N)OC)N4)N. Drug 2: C(CCl)NC(=O)N(CCCl)N=O. Cell line: SK-MEL-5. Synergy scores: CSS=0.657, Synergy_ZIP=0.448, Synergy_Bliss=-2.43, Synergy_Loewe=-4.74, Synergy_HSA=-4.13. (2) Drug 1: CC=C1C(=O)NC(C(=O)OC2CC(=O)NC(C(=O)NC(CSSCCC=C2)C(=O)N1)C(C)C)C(C)C. Drug 2: C1=NC(=NC(=O)N1C2C(C(C(O2)CO)O)O)N. Cell line: SK-MEL-5. Synergy scores: CSS=55.1, Synergy_ZIP=-2.27, Synergy_Bliss=-3.57, Synergy_Loewe=-27.7, Synergy_HSA=-1.36. (3) Drug 1: CC12CCC3C(C1CCC2=O)CC(=C)C4=CC(=O)C=CC34C. Cell line: MALME-3M. Drug 2: CCC1=C2CN3C(=CC4=C(C3=O)COC(=O)C4(CC)O)C2=NC5=C1C=C(C=C5)O. Synergy scores: CSS=50.0, Synergy_ZIP=-3.34, Synergy_Bliss=1.58, Synergy_Loewe=-8.15, Synergy_HSA=1.80. (4) Drug 1: CC1=C(C=C(C=C1)NC(=O)C2=CC=C(C=C2)CN3CCN(CC3)C)NC4=NC=CC(=N4)C5=CN=CC=C5. Drug 2: C1=NNC2=C1C(=O)NC=N2. Cell line: UACC62. Synergy scores: CSS=-1.03, Synergy_ZIP=-0.955, Synergy_Bliss=-3.02, Synergy_Loewe=-2.25, Synergy_HSA=-2.97. (5) Drug 1: CNC(=O)C1=CC=CC=C1SC2=CC3=C(C=C2)C(=NN3)C=CC4=CC=CC=N4. Drug 2: C1C(C(OC1N2C=C(C(=O)NC2=O)F)CO)O. Cell line: TK-10. Synergy scores: CSS=52.5, Synergy_ZIP=10.7, Synergy_Bliss=5.05, Synergy_Loewe=-17.1, Synergy_HSA=5.43. (6) Drug 1: C1=CC(=CC=C1C#N)C(C2=CC=C(C=C2)C#N)N3C=NC=N3. Drug 2: CCC1=C2CN3C(=CC4=C(C3=O)COC(=O)C4(CC)O)C2=NC5=C1C=C(C=C5)O. Cell line: NCI-H460. Synergy scores: CSS=18.5, Synergy_ZIP=-0.993, Synergy_Bliss=2.13, Synergy_Loewe=-65.6, Synergy_HSA=-3.42. (7) Drug 1: CC1CCC2CC(C(=CC=CC=CC(CC(C(=O)C(C(C(=CC(C(=O)CC(OC(=O)C3CCCCN3C(=O)C(=O)C1(O2)O)C(C)CC4CCC(C(C4)OC)OCCO)C)C)O)OC)C)C)C)OC. Drug 2: CC(C)NC(=O)C1=CC=C(C=C1)CNNC.Cl. Cell line: HT29. Synergy scores: CSS=3.08, Synergy_ZIP=-5.77, Synergy_Bliss=-2.53, Synergy_Loewe=-12.9, Synergy_HSA=-2.85.